From a dataset of Forward reaction prediction with 1.9M reactions from USPTO patents (1976-2016). Predict the product of the given reaction. (1) Given the reactants [F:1][C:2]1[CH:25]=[CH:24][C:5]([C:6]([NH:8][C@H:9]([C:16]([N:18]2[CH2:23][CH2:22][O:21][CH2:20][CH2:19]2)=[O:17])[CH2:10][CH2:11][CH2:12][C:13]([OH:15])=O)=[O:7])=[CH:4][CH:3]=1.CN(C(ON1N=NC2C=CC=NC1=2)=[N+](C)C)C.F[P-](F)(F)(F)(F)F.CCN(C(C)C)C(C)C.[F:59][C:60]1[CH:65]=[CH:64][C:63]([C@@H:66]2[CH2:68][C@H:67]2[NH2:69])=[CH:62][CH:61]=1, predict the reaction product. The product is: [F:1][C:2]1[CH:25]=[CH:24][C:5]([C:6]([NH:8][C@@H:9]([CH2:10][CH2:11][CH2:12][C:13]([NH:69][C@@H:67]2[CH2:68][C@H:66]2[C:63]2[CH:64]=[CH:65][C:60]([F:59])=[CH:61][CH:62]=2)=[O:15])[C:16]([N:18]2[CH2:23][CH2:22][O:21][CH2:20][CH2:19]2)=[O:17])=[O:7])=[CH:4][CH:3]=1. (2) Given the reactants C([O:4][CH:5]1[CH:10]([N:11]([CH3:13])[CH3:12])[CH2:9][CH:8]([CH3:14])[O:7][CH:6]1[O:15][CH:16]1[CH2:29][CH2:28][CH2:27][CH2:26][CH2:25][CH2:24][CH2:23][CH2:22][CH2:21][CH2:20][CH2:19][CH2:18][CH2:17]1)(=O)C.C([O-])([O-])=O.[K+].[K+], predict the reaction product. The product is: [CH:16]1([O:15][CH:6]2[CH:5]([OH:4])[CH:10]([N:11]([CH3:13])[CH3:12])[CH2:9][CH:8]([CH3:14])[O:7]2)[CH2:29][CH2:28][CH2:27][CH2:26][CH2:25][CH2:24][CH2:23][CH2:22][CH2:21][CH2:20][CH2:19][CH2:18][CH2:17]1. (3) Given the reactants [OH:1][CH:2]=[C:3]([CH3:8])[C:4](OC)=O.[NH:9]1[C:13]([NH2:14])=[N:12][CH:11]=[N:10]1, predict the reaction product. The product is: [CH3:8][C:3]1[CH:4]=[N:14][C:13]2[N:9]([N:10]=[CH:11][N:12]=2)[C:2]=1[OH:1]. (4) Given the reactants C(OC(=O)[NH:7][CH2:8][CH2:9][NH:10][C:11]1[CH:16]=[CH:15][C:14]([CH2:17][CH2:18][C:19]2[N:20]=[C:21]([NH:24][C:25](=[O:27])[CH3:26])[S:22][CH:23]=2)=[CH:13][CH:12]=1)(C)(C)C.[ClH:29], predict the reaction product. The product is: [ClH:29].[ClH:29].[NH2:7][CH2:8][CH2:9][NH:10][C:11]1[CH:16]=[CH:15][C:14]([CH2:17][CH2:18][C:19]2[N:20]=[C:21]([NH:24][C:25](=[O:27])[CH3:26])[S:22][CH:23]=2)=[CH:13][CH:12]=1. (5) The product is: [OH:30][C@H:29]([C:28]1[C:20]([CH3:19])=[C:21]2[C:25](=[CH:26][CH:27]=1)[C:24](=[O:32])[O:23][CH2:22]2)[CH2:31][N:8]1[CH2:7][CH2:6][C:5]2([CH2:1][N:2]([C:11]3[CH:16]=[CH:15][N:14]=[C:13]([C:17]#[N:18])[CH:12]=3)[CH2:3][CH2:4]2)[CH2:10][CH2:9]1. Given the reactants [CH2:1]1[C:5]2([CH2:10][CH2:9][NH:8][CH2:7][CH2:6]2)[CH2:4][CH2:3][N:2]1[C:11]1[CH:16]=[CH:15][N:14]=[C:13]([C:17]#[N:18])[CH:12]=1.[CH3:19][C:20]1[C:28]([C@@H:29]2[CH2:31][O:30]2)=[CH:27][CH:26]=[C:25]2[C:21]=1[CH2:22][O:23][C:24]2=[O:32], predict the reaction product.